This data is from Reaction yield outcomes from USPTO patents with 853,638 reactions. The task is: Predict the reaction yield, written as a fraction of the theoretical maximum amount of product (1.0 means a 100% yield; for example, 0.34 means a 34% yield). (1) The reactants are F[C:2]1[CH:10]=[CH:9][C:8]([S:11]([CH3:14])(=[O:13])=[O:12])=[CH:7][C:3]=1[C:4]([OH:6])=[O:5].C(=O)([O-])[O-].[Cs+].[Cs+].[F:21][C:22]([F:26])([F:25])[CH2:23][SH:24].Cl. The catalyst is CN(C)C=O. The product is [CH3:14][S:11]([C:8]1[CH:9]=[CH:10][C:2]([S:24][CH2:23][C:22]([F:26])([F:25])[F:21])=[C:3]([CH:7]=1)[C:4]([OH:6])=[O:5])(=[O:13])=[O:12]. The yield is 0.990. (2) The reactants are [CH2:1]([O:8][C:9]1[CH:14]=[C:13]([O:15][CH2:16][C:17]2[CH:22]=[CH:21][CH:20]=[CH:19][CH:18]=2)[C:12]([C:23]([CH3:25])=[CH2:24])=[CH:11][C:10]=1[C:26]([N:28]1[CH2:36][C:35]2[C:30](=[CH:31][CH:32]=[C:33]([CH2:37][CH:38]=O)[CH:34]=2)[CH2:29]1)=[O:27])[C:2]1[CH:7]=[CH:6][CH:5]=[CH:4][CH:3]=1.S(C1C=CC(C)=CC=1)(O)(=O)=O.[CH:51]1([O:56][C:57](=[O:64])[C@H:58]([CH2:60][CH:61]([CH3:63])[CH3:62])[NH2:59])[CH2:55][CH2:54][CH2:53][CH2:52]1.C(O[BH-](OC(=O)C)OC(=O)C)(=O)C.[Na+]. The catalyst is ClC(Cl)C. The product is [CH2:1]([O:8][C:9]1[CH:14]=[C:13]([O:15][CH2:16][C:17]2[CH:18]=[CH:19][CH:20]=[CH:21][CH:22]=2)[C:12]([C:23]([CH3:25])=[CH2:24])=[CH:11][C:10]=1[C:26]([N:28]1[CH2:36][C:35]2[C:30](=[CH:31][CH:32]=[C:33]([CH2:37][CH2:38][NH:59][C@H:58]([C:57]([O:56][CH:51]3[CH2:52][CH2:53][CH2:54][CH2:55]3)=[O:64])[CH2:60][CH:61]([CH3:62])[CH3:63])[CH:34]=2)[CH2:29]1)=[O:27])[C:2]1[CH:3]=[CH:4][CH:5]=[CH:6][CH:7]=1. The yield is 0.530. (3) The reactants are [CH:1]1([C:7]2[CH:13]=[CH:12][C:10]([NH2:11])=[CH:9][CH:8]=2)[CH2:6][CH2:5][CH2:4][CH2:3][CH2:2]1.[N:14]([O-])=O.[Na+].C([O-])(=O)C.[Na+].[C:23]([CH2:26][C:27](=[O:29])[CH3:28])(=[O:25])[CH3:24]. The catalyst is C(O)(=O)C.Cl.O.C(O)C. The product is [CH:1]1([C:7]2[CH:8]=[CH:9][C:10]([NH:11][N:14]=[C:26]([C:27](=[O:29])[CH3:28])[C:23](=[O:25])[CH3:24])=[CH:12][CH:13]=2)[CH2:2][CH2:3][CH2:4][CH2:5][CH2:6]1. The yield is 0.510.